This data is from Full USPTO retrosynthesis dataset with 1.9M reactions from patents (1976-2016). The task is: Predict the reactants needed to synthesize the given product. Given the product [C:12]([O:11][C:9]([N:1]([C:9]([O:11][C:12]([CH3:15])([CH3:14])[CH3:13])=[O:10])[C:2]1[N:7]=[CH:6][C:5]([Br:8])=[CH:4][N:3]=1)=[O:10])([CH3:15])([CH3:14])[CH3:13], predict the reactants needed to synthesize it. The reactants are: [NH2:1][C:2]1[N:7]=[CH:6][C:5]([Br:8])=[CH:4][N:3]=1.[C:9](O[C:9]([O:11][C:12]([CH3:15])([CH3:14])[CH3:13])=[O:10])([O:11][C:12]([CH3:15])([CH3:14])[CH3:13])=[O:10].